From a dataset of Reaction yield outcomes from USPTO patents with 853,638 reactions. Predict the reaction yield, written as a fraction of the theoretical maximum amount of product (1.0 means a 100% yield; for example, 0.34 means a 34% yield). (1) The reactants are [C:1]([C:5]1[C:13]2[C:8](=[CH:9][CH:10]=[C:11]([N+:14]([O-])=O)[CH:12]=2)[NH:7][CH:6]=1)([CH3:4])([CH3:3])[CH3:2]. The catalyst is CO.[Ni]. The product is [C:1]([C:5]1[C:13]2[C:8](=[CH:9][CH:10]=[C:11]([NH2:14])[CH:12]=2)[NH:7][CH:6]=1)([CH3:4])([CH3:2])[CH3:3]. The yield is 0.190. (2) The reactants are [Br:1][C:2]1[C:3]([CH3:10])=[C:4](N)[C:5]([Cl:8])=[N:6][CH:7]=1.Cl.N([O-])=[O:13].[Na+].[S:16]([Cl:19])(Cl)=[O:17]. The catalyst is O. The product is [Br:1][C:2]1[C:3]([CH3:10])=[C:4]([S:16]([Cl:19])(=[O:17])=[O:13])[C:5]([Cl:8])=[N:6][CH:7]=1. The yield is 0.200. (3) The reactants are [C:1]([C:5]1[CH:10]=[CH:9][C:8]([C:11]2[S:12][CH:13]=[C:14]([C:17]([CH3:19])=[O:18])[C:15]=2[OH:16])=[CH:7][CH:6]=1)([CH3:4])([CH3:3])[CH3:2].C(N(CC)CC)C.[C:27](Cl)(=[O:29])[CH3:28]. The catalyst is C1COCC1. The product is [C:17]([C:14]1[C:15]([O:16][C:27](=[O:29])[CH3:28])=[C:11]([C:8]2[CH:7]=[CH:6][C:5]([C:1]([CH3:4])([CH3:2])[CH3:3])=[CH:10][CH:9]=2)[S:12][CH:13]=1)(=[O:18])[CH3:19]. The yield is 0.920. (4) The reactants are [F:1][C:2]1[CH:11]=[C:10]2[C:5]([CH:6]=[CH:7][CH:8]=[N:9]2)=[CH:4][C:3]=1[CH:12]([OH:25])[C:13]1[N:17]2[N:18]=[C:19]([C:22](=O)[CH3:23])[CH:20]=[CH:21][C:16]2=[N:15][CH:14]=1.Cl.[NH2:27][NH:28][C:29]([NH2:31])=[O:30].C(N(CC)CC)C. The catalyst is CO. The product is [F:1][C:2]1[CH:11]=[C:10]2[C:5]([CH:6]=[CH:7][CH:8]=[N:9]2)=[CH:4][C:3]=1[CH:12]([OH:25])[C:13]1[N:17]2[N:18]=[C:19](/[C:22](=[N:27]/[NH:28][C:29]([NH2:31])=[O:30])/[CH3:23])[CH:20]=[CH:21][C:16]2=[N:15][CH:14]=1. The yield is 0.470. (5) The yield is 0.750. The reactants are C([O:3][C:4](=[O:30])[CH2:5][C:6]1[CH:11]=[CH:10][C:9]([O:12][CH2:13]/[CH:14]=[C:15](/[C:17]2[CH:29]=[CH:28][C:27]3[C:26]4[C:21](=[CH:22][CH:23]=[CH:24][CH:25]=4)[CH2:20][C:19]=3[CH:18]=2)\[CH3:16])=[CH:8][CH:7]=1)C.CO. The product is [CH:18]1[C:19]2[CH2:20][C:21]3[C:26](=[CH:25][CH:24]=[CH:23][CH:22]=3)[C:27]=2[CH:28]=[CH:29][C:17]=1/[C:15](/[CH3:16])=[CH:14]/[CH2:13][O:12][C:9]1[CH:8]=[CH:7][C:6]([CH2:5][C:4]([OH:30])=[O:3])=[CH:11][CH:10]=1. The catalyst is [OH-].[Na+]. (6) The reactants are [CH3:1][O:2][C:3]1[CH:4]=[C:5]2[C:10](=[CH:11][CH:12]=1)[C:9](O)=[N:8][CH:7]=[C:6]2[N:14]1[CH2:19][CH2:18][O:17][CH2:16][CH2:15]1.O=P(Cl)(Cl)[Cl:22]. No catalyst specified. The product is [Cl:22][C:9]1[C:10]2[C:5](=[CH:4][C:3]([O:2][CH3:1])=[CH:12][CH:11]=2)[C:6]([N:14]2[CH2:19][CH2:18][O:17][CH2:16][CH2:15]2)=[CH:7][N:8]=1. The yield is 0.180. (7) The reactants are [CH2:1]([O:3][C:4]([C:6]1[C:7]([C:11]([F:14])([F:13])[F:12])=[N:8][NH:9][CH:10]=1)=[O:5])[CH3:2].[H-].[Na+].I[CH3:18]. The catalyst is CN(C)C=O. The product is [CH2:1]([O:3][C:4]([C:6]1[C:7]([C:11]([F:13])([F:14])[F:12])=[N:8][N:9]([CH3:18])[CH:10]=1)=[O:5])[CH3:2]. The yield is 0.817.